This data is from Experimentally validated miRNA-target interactions with 360,000+ pairs, plus equal number of negative samples. The task is: Binary Classification. Given a miRNA mature sequence and a target amino acid sequence, predict their likelihood of interaction. (1) The protein sequence of the target gene is MTDYGEEQRNELEALESIYPDSFTVLSENPPSFTITVTSEAGENDETVQTTLKFTYSEKYPDEAPLYEIFSQENLEDNDVSDILKLLALQAEENLGMVMIFTLVTAVQEKLNEIVDQIKTRREEEKKQKEKEAEEAEKQLFHGTPVTIENFLNWKAKFDAELLEIKKKRMKEEEQAGKNKLSGKQLFETDHNLDTSDIQFLEDAGNNVEVDESLFQEMDDLELEDDEDDPDYNPADPESDSAD. The miRNA is hsa-miR-450b-5p with sequence UUUUGCAAUAUGUUCCUGAAUA. Result: 1 (interaction). (2) Result: 1 (interaction). The miRNA is mmu-miR-1199-5p with sequence UCUGAGUCCCGGUCGCGCGG. The protein sequence of the target gene is MEFRQEEFRKLAGRALGRLHRLLEKRQEGAETLELSADGRPVTTHTRDPPVVDCTCFGLPRRYIIAIMSGLGFCISFGIRCNLGVAIVSMVNNSTTHRGGHVVVQKAQFNWDPETVGLIHGSFFWGYIVTQIPGGFICQKFAANRVFGFAIVATSTLNMLIPSAARVHYGCVIFVRILQGLVEGVTYPACHGIWSKWAPPLERSRLATTAFCGSYAGAVVAMPLAGVLVQYSGWSSVFYVYGSFGIFWYLFWLLVSYESPALHPSISEEERKYIEDAIGESAKLMNPVTKFNTPWRRFFT....